Dataset: Catalyst prediction with 721,799 reactions and 888 catalyst types from USPTO. Task: Predict which catalyst facilitates the given reaction. Reactant: [NH2:1][C:2]1[C:11]([O:12][CH3:13])=[CH:10][CH:9]=[CH:8][C:3]=1[C:4]([O:6][CH3:7])=[O:5].[Br:14]N1C(=O)CCC1=O.O. Product: [NH2:1][C:2]1[C:11]([O:12][CH3:13])=[CH:10][C:9]([Br:14])=[CH:8][C:3]=1[C:4]([O:6][CH3:7])=[O:5]. The catalyst class is: 3.